From a dataset of Catalyst prediction with 721,799 reactions and 888 catalyst types from USPTO. Predict which catalyst facilitates the given reaction. (1) Reactant: [Cl:1][C:2]1[C:7]([N+:8]([O-])=O)=[CH:6][CH:5]=[CH:4][N:3]=1.[CH:11]([Mg]Br)=[CH2:12]. Product: [Cl:1][C:2]1[N:3]=[CH:4][CH:5]=[C:6]2[CH:12]=[CH:11][NH:8][C:7]=12. The catalyst class is: 7. (2) Product: [N:1]1([C:6]2[C:11]([CH:12]3[CH2:13][CH:28]3[C:27]([O:26][CH2:24][CH3:25])=[O:31])=[CH:10][CH:9]=[C:8]([C:14]([F:17])([F:15])[F:16])[N:7]=2)[CH2:2][CH2:3][CH2:4][CH2:5]1. The catalyst class is: 11. Reactant: [N:1]1([C:6]2[C:11]([CH:12]=[CH2:13])=[CH:10][CH:9]=[C:8]([C:14]([F:17])([F:16])[F:15])[N:7]=2)[CH2:5][CH2:4][CH2:3][CH2:2]1.CN1C=CN=C1.[CH2:24]([O:26][C:27](=[O:31])[CH:28]=[N+]=[N-])[CH3:25]. (3) Reactant: [Cl:1][C:2]1[C:7]([CH3:8])=[C:6](Cl)[N:5]=[C:4]([CH3:10])[N:3]=1.[OH-].[NH4+:12]. The catalyst class is: 8. Product: [Cl:1][C:2]1[N:3]=[C:4]([CH3:10])[N:5]=[C:6]([NH2:12])[C:7]=1[CH3:8].